This data is from Reaction yield outcomes from USPTO patents with 853,638 reactions. The task is: Predict the reaction yield, written as a fraction of the theoretical maximum amount of product (1.0 means a 100% yield; for example, 0.34 means a 34% yield). (1) The reactants are [F:1][C:2]1[CH:3]=[C:4]([CH:14]=[CH:15][CH:16]=1)[CH2:5][O:6][C:7]1[CH:12]=[CH:11][C:10]([NH2:13])=[CH:9][CH:8]=1.[CH3:17][O:18][C:19](=[O:26])[CH:20]([O:24][CH3:25])[C:21](O)=[O:22]. No catalyst specified. The product is [CH3:17][O:18][C:19](=[O:26])[CH:20]([O:24][CH3:25])[C:21]([NH:13][C:10]1[CH:11]=[CH:12][C:7]([O:6][CH2:5][C:4]2[CH:14]=[CH:15][CH:16]=[C:2]([F:1])[CH:3]=2)=[CH:8][CH:9]=1)=[O:22]. The yield is 0.410. (2) The reactants are CC1C=C(C)C=C(C)N=1.ON1C2C=CC=CC=2N=N1.[O:20]1[CH2:24][CH2:23][CH2:22][CH:21]1[O:25][CH2:26][C:27]([O:29][CH2:30][CH3:31])=[O:28].[O:32]([C:43]1[CH:48]=[C:47]([CH2:49][O:50][CH:51]2[CH2:55][CH2:54][CH2:53][O:52]2)[CH:46]=[CH:45][C:44]=1[CH2:56][C:57]1[CH:62]=[CH:61][C:60]([CH2:63][CH3:64])=[CH:59][CH:58]=1)[C@@H:33]1[O:40][C@H](CO)[CH2:38][C@H:36]([OH:37])[C@H:34]1[OH:35].Cl.C(N=C=NCCCN(C)C)C. The catalyst is C(OCC)(=O)C.O. The product is [O:20]1[CH2:24][CH2:23][CH2:22][CH:21]1[O:25][CH2:26][C:27]([O:29][CH2:30][C@H:31]1[O:40][C@@H:33]([O:32][C:43]2[CH:48]=[C:47]([CH2:49][O:50][CH:51]3[CH2:55][CH2:54][CH2:53][O:52]3)[CH:46]=[CH:45][C:44]=2[CH2:56][C:57]2[CH:58]=[CH:59][C:60]([CH2:63][CH3:64])=[CH:61][CH:62]=2)[C@H:34]([OH:35])[C@@H:36]([OH:37])[CH2:38]1)=[O:28]. The yield is 0.639. (3) The reactants are [CH2:1]([O:8][C@@H:9]1[C@@H:14]([O:15][CH2:16][C:17]2[CH:22]=[CH:21][CH:20]=[CH:19][CH:18]=2)[C@H:13]([O:23][CH2:24][C:25]2[CH:30]=[CH:29][CH:28]=[CH:27][CH:26]=2)[C@@H:12]([CH2:31][O:32][CH2:33][C:34]2[CH:39]=[CH:38][CH:37]=[CH:36][CH:35]=2)[O:11][C@H:10]1[C:40]1[CH:45]=[CH:44][C:43](Br)=[CH:42][CH:41]=1)[C:2]1[CH:7]=[CH:6][CH:5]=[CH:4][CH:3]=1.[B:47]1([B:47]2[O:51][C:50]([CH3:53])([CH3:52])[C:49]([CH3:55])([CH3:54])[O:48]2)[O:51][C:50]([CH3:53])([CH3:52])[C:49]([CH3:55])([CH3:54])[O:48]1.C([O-])(=O)C.[K+]. The catalyst is CS(C)=O.C1C=CC([PH+]([C]2[CH][CH][CH][CH]2)C2C=CC=CC=2)=CC=1.C1C=CC([PH+]([C]2[CH][CH][CH][CH]2)C2C=CC=CC=2)=CC=1.C(Cl)Cl.Cl[Pd]Cl.[Fe]. The product is [CH2:1]([O:8][C@@H:9]1[C@@H:14]([O:15][CH2:16][C:17]2[CH:22]=[CH:21][CH:20]=[CH:19][CH:18]=2)[C@H:13]([O:23][CH2:24][C:25]2[CH:30]=[CH:29][CH:28]=[CH:27][CH:26]=2)[C@@H:12]([CH2:31][O:32][CH2:33][C:34]2[CH:39]=[CH:38][CH:37]=[CH:36][CH:35]=2)[O:11][C@H:10]1[C:40]1[CH:45]=[CH:44][C:43]([B:47]2[O:51][C:50]([CH3:53])([CH3:52])[C:49]([CH3:55])([CH3:54])[O:48]2)=[CH:42][CH:41]=1)[C:2]1[CH:7]=[CH:6][CH:5]=[CH:4][CH:3]=1. The yield is 0.990. (4) The reactants are [C:1]1([C:7]2[N:11]3[N:12]=[C:13]([O:18][CH3:19])[CH:14]=[C:15]([O:16][CH3:17])[C:10]3=[N:9][C:8]=2[C:20]2[CH:25]=[CH:24][C:23]([C:26]3([NH:30]C(=O)OC(C)(C)C)[CH2:29][CH2:28][CH2:27]3)=[CH:22][CH:21]=2)[CH:6]=[CH:5][CH:4]=[CH:3][CH:2]=1.C(Cl)Cl.Cl.[OH-].[Na+]. The catalyst is CO. The product is [CH3:19][O:18][C:13]1[CH:14]=[C:15]([O:16][CH3:17])[C:10]2[N:11]([C:7]([C:1]3[CH:2]=[CH:3][CH:4]=[CH:5][CH:6]=3)=[C:8]([C:20]3[CH:21]=[CH:22][C:23]([C:26]4([NH2:30])[CH2:27][CH2:28][CH2:29]4)=[CH:24][CH:25]=3)[N:9]=2)[N:12]=1. The yield is 0.790.